Dataset: Reaction yield outcomes from USPTO patents with 853,638 reactions. Task: Predict the reaction yield, written as a fraction of the theoretical maximum amount of product (1.0 means a 100% yield; for example, 0.34 means a 34% yield). (1) The reactants are [C:1]([O:4][C@@H:5]([C:31]1[CH:36]=[CH:35][CH:34]=[CH:33][CH:32]=1)[C:6]([O:8][C@H:9]([C:20]1[CH:25]=[CH:24][C:23]([O:26][CH:27]([F:29])[F:28])=[C:22]([OH:30])[CH:21]=1)[CH2:10][C:11]1[C:16]([Cl:17])=[CH:15][N+:14]([O-:18])=[CH:13][C:12]=1[Cl:19])=[O:7])(=[O:3])[CH3:2].CI.[C:39](=O)([O-])[O-].[K+].[K+]. The catalyst is CC#N. The product is [C:1]([O:4][C@@H:5]([C:31]1[CH:36]=[CH:35][CH:34]=[CH:33][CH:32]=1)[C:6]([O:8][C@H:9]([C:20]1[CH:25]=[CH:24][C:23]([O:26][CH:27]([F:29])[F:28])=[C:22]([O:30][CH3:39])[CH:21]=1)[CH2:10][C:11]1[C:12]([Cl:19])=[CH:13][N+:14]([O-:18])=[CH:15][C:16]=1[Cl:17])=[O:7])(=[O:3])[CH3:2]. The yield is 0.890. (2) The reactants are Br[C:2]1(Br)[C:10]2[C:5](=[N:6][CH:7]=[CH:8][CH:9]=2)[NH:4][C:3]1=[O:11].[C:13]([OH:16])(=[O:15])[CH3:14]. The catalyst is C(#N)C.[Zn]. The product is [C:13]([OH:16])(=[O:15])[CH3:14].[NH:4]1[C:5]2[C:10](=[CH:9][CH:8]=[CH:7][N:6]=2)[CH2:2][C:3]1=[O:11]. The yield is 0.910. (3) The reactants are F[C:2]1[CH:3]=[N:4][CH:5]=[C:6]([F:10])[C:7]=1[CH:8]=O.[CH3:11][O:12][C:13](=[O:16])[CH2:14][SH:15].C(=O)([O-])[O-].[Cs+].[Cs+]. The catalyst is C1COCC1. The product is [F:10][C:6]1[CH:5]=[N:4][CH:3]=[C:2]2[S:15][C:14]([C:13]([O:12][CH3:11])=[O:16])=[CH:8][C:7]=12. The yield is 0.640.